From a dataset of Catalyst prediction with 721,799 reactions and 888 catalyst types from USPTO. Predict which catalyst facilitates the given reaction. (1) Reactant: [F:1][CH:2]([C:7]1[CH:8]=[C:9]2[C:14](=[CH:15][CH:16]=1)[N:13]=[CH:12][CH:11]=[CH:10]2)[C:3]([O:5]C)=[O:4].[OH-].[Na+].Cl. Product: [F:1][CH:2]([C:7]1[CH:8]=[C:9]2[C:14](=[CH:15][CH:16]=1)[N:13]=[CH:12][CH:11]=[CH:10]2)[C:3]([OH:5])=[O:4]. The catalyst class is: 5. (2) Reactant: C[Si](C)(C)[N-][Si](C)(C)C.[Li+].[CH3:11][C:12]([C:14]1[CH:19]=[C:18]([Cl:20])[CH:17]=[CH:16][C:15]=1[OH:21])=[O:13].[C:22](=O)([O:26]CC)[O:23][CH2:24][CH3:25].Cl. Product: [Cl:20][C:18]1[CH:17]=[CH:16][C:15]([OH:21])=[C:14]([C:12](=[O:13])[CH2:11][C:22]([O:23][CH2:24][CH3:25])=[O:26])[CH:19]=1. The catalyst class is: 1. (3) Reactant: [CH3:1][N:2]([CH3:29])[C:3]1([C:22]2[CH:27]=[CH:26][C:25]([F:28])=[CH:24][CH:23]=2)[CH2:8][CH2:7][C:6](=[CH:9][C:10]([NH:12][CH2:13][CH2:14][CH2:15][C:16]2[CH:21]=[CH:20][CH:19]=[CH:18][CH:17]=2)=[O:11])[CH2:5][CH2:4]1.[Cl:30][Si](C)(C)C. Product: [ClH:30].[CH3:29][N:2]([CH3:1])[C:3]1([C:22]2[CH:27]=[CH:26][C:25]([F:28])=[CH:24][CH:23]=2)[CH2:8][CH2:7][C:6](=[CH:9][C:10]([NH:12][CH2:13][CH2:14][CH2:15][C:16]2[CH:17]=[CH:18][CH:19]=[CH:20][CH:21]=2)=[O:11])[CH2:5][CH2:4]1. The catalyst class is: 573. (4) Reactant: [O:1]=[C:2]1[CH2:6][CH2:5][C:4](=[O:7])[N:3]1[O:8][C:9](=[O:14])[CH2:10][CH2:11][CH:12]=[CH2:13].[Cl:15][SiH:16]([CH2:21][CH:22]([CH3:24])[CH3:23])[CH2:17][CH:18]([CH3:20])[CH3:19]. Product: [O:1]=[C:2]1[CH2:6][CH2:5][C:4](=[O:7])[N:3]1[O:8][C:9](=[O:14])[CH2:10][CH2:11][CH2:12][CH2:13][Si:16]([Cl:15])([CH2:21][CH:22]([CH3:24])[CH3:23])[CH2:17][CH:18]([CH3:20])[CH3:19]. The catalyst class is: 1. (5) Reactant: [N:1]1[CH:6]=[CH:5][CH:4]=[CH:3][C:2]=1[C:7]1[N:8]=[C:9]([NH:15][C:16]2[N:21]=[CH:20][CH:19]=[CH:18][N:17]=2)[S:10][C:11]=1[C:12]([OH:14])=O.[ClH:22].CN.F[P-](F)(F)(F)(F)F.[N:32]1(O[P+](N(C)C)(N(C)C)N(C)C)[C:36]2C=CC=CC=2N=N1.C(N(CC)CC)C. Product: [ClH:22].[CH3:36][NH:32][C:12]([C:11]1[S:10][C:9]([NH:15][C:16]2[N:21]=[CH:20][CH:19]=[CH:18][N:17]=2)=[N:8][C:7]=1[C:2]1[CH:3]=[CH:4][CH:5]=[CH:6][N:1]=1)=[O:14]. The catalyst class is: 9. (6) Reactant: [CH2:1]([OH:6])[C@@H:2]([OH:5])[CH:3]=O.Cl.[CH3:8][CH:9]([O:11][C:12]1[CH:19]=[CH:18][C:17]([C:20]2[O:24][N:23]=[C:22]([C:25]3[CH:35]=[CH:34][C:28]4[CH2:29][CH2:30][NH:31][CH2:32][CH2:33][C:27]=4[CH:26]=3)[N:21]=2)=[CH:16][C:13]=1[C:14]#[N:15])[CH3:10].C(O[BH-](OC(=O)C)OC(=O)C)(=O)C.[Na+].C(O)(=O)C.C(=O)([O-])O.[Na+]. Product: [OH:5][C@H:2]([CH2:1][OH:6])[CH2:3][N:31]1[CH2:30][CH2:29][C:28]2[CH:34]=[CH:35][C:25]([C:22]3[N:21]=[C:20]([C:17]4[CH:18]=[CH:19][C:12]([O:11][CH:9]([CH3:10])[CH3:8])=[C:13]([CH:16]=4)[C:14]#[N:15])[O:24][N:23]=3)=[CH:26][C:27]=2[CH2:33][CH2:32]1. The catalyst class is: 2. (7) Reactant: [H-].[Na+].[F:3][C:4]([F:24])([F:23])[C@@H:5]1[CH2:9][CH2:8][CH2:7][N:6]1[C:10]1[CH:11]=[CH:12][C:13]2[N:20]3[CH2:21][C@H:16]([CH2:17][CH2:18][CH2:19]3)[NH:15][C:14]=2[N:22]=1.[N:25]1[CH:30]=[CH:29][CH:28]=[CH:27][C:26]=1[N:31]1C(=O)N2C=CC=CC2=N[C:32]1=[O:42]. Product: [N:25]1[CH:30]=[CH:29][CH:28]=[CH:27][C:26]=1[NH:31][C:32]([N:15]1[C@@H:16]2[CH2:21][N:20]([CH2:19][CH2:18][CH2:17]2)[C:13]2[CH:12]=[CH:11][C:10]([N:6]3[CH2:7][CH2:8][CH2:9][C@H:5]3[C:4]([F:3])([F:23])[F:24])=[N:22][C:14]1=2)=[O:42]. The catalyst class is: 7.